Dataset: Catalyst prediction with 721,799 reactions and 888 catalyst types from USPTO. Task: Predict which catalyst facilitates the given reaction. (1) Reactant: [CH3:1][O:2][C:3](=[O:18])[C:4]1[CH:9]=[C:8](F)[C:7]([C:11]([F:14])([F:13])[F:12])=[CH:6][C:5]=1[N+:15]([O-:17])=[O:16].[F:19][C:20]([F:27])([F:26])[C:21]1[N:22]=[CH:23][NH:24][CH:25]=1.C(N(C(C)C)C(C)C)C. Product: [CH3:1][O:2][C:3](=[O:18])[C:4]1[CH:9]=[C:8]([N:24]2[CH:25]=[C:21]([C:20]([F:27])([F:26])[F:19])[N:22]=[CH:23]2)[C:7]([C:11]([F:14])([F:13])[F:12])=[CH:6][C:5]=1[N+:15]([O-:17])=[O:16]. The catalyst class is: 12. (2) Reactant: [O-]CCCC.[K+].C1COCC1.[F:12][C:13]1[CH:18]=[CH:17][CH:16]=[C:15]([F:19])[C:14]=1[C:20]1[CH:24]=[CH:23][N:22]([CH2:25][C:26]([O:28][CH2:29][CH:30]=[CH2:31])=[O:27])[N:21]=1.[Cl:32][C:33]1[N:37]([CH3:38])[N:36]=[C:35]([C:39]([F:42])([F:41])[F:40])[C:34]=1[C:43](Cl)=[O:44]. Product: [F:19][C:15]1[CH:16]=[CH:17][CH:18]=[C:13]([F:12])[C:14]=1[C:20]1[CH:24]=[CH:23][N:22]([C:25](=[C:43]([C:34]2[C:35]([C:39]([F:42])([F:41])[F:40])=[N:36][N:37]([CH3:38])[C:33]=2[Cl:32])[OH:44])[C:26]([O:28][CH2:29][CH:30]=[CH2:31])=[O:27])[N:21]=1. The catalyst class is: 6. (3) Reactant: [NH2:1][CH2:2][C@H:3]([C@H:5]1[C@H:12]2[C@H:8]([O:9][C:10]([CH3:14])([CH3:13])[O:11]2)[C:7]([CH2:15][O:16][C:17]([C:30]2[CH:35]=[CH:34][CH:33]=[CH:32][CH:31]=2)([C:24]2[CH:29]=[CH:28][CH:27]=[CH:26][CH:25]=2)[C:18]2[CH:23]=[CH:22][CH:21]=[CH:20][CH:19]=2)=[CH:6]1)[OH:4].[Cl:36][C:37]1[C:42](Cl)=[N:41][CH:40]=[CH:39][N:38]=1.C(N(CC)CC)C. Product: [Cl:36][C:37]1[C:42]([NH:1][CH2:2][C@H:3]([C@H:5]2[C@H:12]3[C@H:8]([O:9][C:10]([CH3:13])([CH3:14])[O:11]3)[C:7]([CH2:15][O:16][C:17]([C:24]3[CH:29]=[CH:28][CH:27]=[CH:26][CH:25]=3)([C:18]3[CH:19]=[CH:20][CH:21]=[CH:22][CH:23]=3)[C:30]3[CH:35]=[CH:34][CH:33]=[CH:32][CH:31]=3)=[CH:6]2)[OH:4])=[N:41][CH:40]=[CH:39][N:38]=1. The catalyst class is: 3. (4) Product: [Br:1][C:2]1[CH:3]=[CH:4][C:5]([N:8]2[CH2:13][CH2:12][CH:11]([C:22]3[CH:27]=[CH:26][CH:25]=[CH:24][C:23]=3[C:28]([F:31])([F:30])[F:29])[CH2:10][CH2:9]2)=[N:6][CH:7]=1. Reactant: [Br:1][C:2]1[CH:3]=[CH:4][C:5]([N:8]2[CH2:13][CH2:12][CH:11](O)[CH2:10][CH2:9]2)=[N:6][CH:7]=1.CC(C)([O-])C.[K+].F[C:22]1[CH:27]=[CH:26][CH:25]=[CH:24][C:23]=1[C:28]([F:31])([F:30])[F:29]. The catalyst class is: 3. (5) Reactant: CC(C)([O-])C.[Na+].[CH2:7]1[C:11]2([CH2:16][CH2:15][NH:14][CH2:13][CH2:12]2)[CH2:10][CH2:9][N:8]1[C:17]([O:19][C:20]([CH3:23])([CH3:22])[CH3:21])=[O:18].Cl[C:25]1[CH:30]=[CH:29][C:28]([O:31][CH3:32])=[CH:27][CH:26]=1.C1C=CC(P(C2C(C3C(P(C4C=CC=CC=4)C4C=CC=CC=4)=CC=C4C=3C=CC=C4)=C3C(C=CC=C3)=CC=2)C2C=CC=CC=2)=CC=1. Product: [CH3:32][O:31][C:28]1[CH:29]=[CH:30][C:25]([N:14]2[CH2:13][CH2:12][C:11]3([CH2:7][N:8]([C:17]([O:19][C:20]([CH3:23])([CH3:22])[CH3:21])=[O:18])[CH2:9][CH2:10]3)[CH2:16][CH2:15]2)=[CH:26][CH:27]=1. The catalyst class is: 222. (6) Reactant: [F:1][C:2]([F:7])([F:6])[C:3]([OH:5])=[O:4].[NH2:8][C@H:9]([C:14]([N:16]1[CH2:43][CH2:42][CH2:41][C@@H:17]1[C:18]([NH:20][CH2:21][CH2:22][CH2:23][NH:24][C:25]1[C:38]2[C:37](=[O:39])[C:36]3[C:31](=[CH:32][CH:33]=[CH:34][CH:35]=3)[C:30](=[O:40])[C:29]=2[CH:28]=[CH:27][CH:26]=1)=[O:19])=[O:15])[CH2:10][CH:11]([CH3:13])[CH3:12]. Product: [F:1][C:2]([F:7])([F:6])[C:3]([OH:5])=[O:4].[NH2:8][C@H:9]([C:14]([NH:16][CH2:2][C:3]([NH:8][C@H:9]([C:14]([N:16]1[CH2:43][CH2:42][CH2:41][C@@H:17]1[C:18]([NH:20][CH2:21][CH2:22][CH2:23][NH:24][C:25]1[C:38]2[C:37](=[O:39])[C:36]3[C:31](=[CH:32][CH:33]=[CH:34][CH:35]=3)[C:30](=[O:40])[C:29]=2[CH:28]=[CH:27][CH:26]=1)=[O:19])=[O:15])[CH2:10][CH:11]([CH3:12])[CH3:13])=[O:5])=[O:15])[CH2:10][CH:11]([CH3:13])[CH3:12]. The catalyst class is: 338.